From a dataset of Reaction yield outcomes from USPTO patents with 853,638 reactions. Predict the reaction yield, written as a fraction of the theoretical maximum amount of product (1.0 means a 100% yield; for example, 0.34 means a 34% yield). The reactants are [N:1]1[CH:6]=[CH:5][CH:4]=[C:3]([N:7]2[CH2:12][CH2:11][CH2:10][NH:9][C:8]2=[O:13])[CH:2]=1.Br[C:15]1[CH:24]=[CH:23][C:22]2[C:17](=[CH:18][CH:19]=[CH:20][CH:21]=2)[CH:16]=1.N[C@@H]1CCCC[C@H]1N.C(=O)([O-])[O-].[K+].[K+]. The catalyst is [Cu](I)I.O1CCOCC1. The product is [CH:21]1[C:22]2[C:17](=[CH:16][CH:15]=[CH:24][CH:23]=2)[CH:18]=[CH:19][C:20]=1[N:9]1[CH2:10][CH2:11][CH2:12][N:7]([C:3]2[CH:2]=[N:1][CH:6]=[CH:5][CH:4]=2)[C:8]1=[O:13]. The yield is 0.357.